From a dataset of Forward reaction prediction with 1.9M reactions from USPTO patents (1976-2016). Predict the product of the given reaction. (1) Given the reactants [OH:1][CH2:2][P:3](=[O:10])([O:7][CH2:8][CH3:9])[O:4][CH2:5][CH3:6].[C:11](Cl)(=[O:20])[C:12]1[C:13]([O:18][CH3:19])=[CH:14][CH:15]=[CH:16][CH:17]=1.N1C=CC=CC=1, predict the reaction product. The product is: [CH3:19][O:18][C:13]1[CH:14]=[CH:15][CH:16]=[CH:17][C:12]=1[C:11]([O:1][CH2:2][P:3]([O:7][CH2:8][CH3:9])([O:4][CH2:5][CH3:6])=[O:10])=[O:20]. (2) Given the reactants [CH3:1][NH2:2].[CH2:3]([O:10][C:11]([N:13]1[CH2:17][CH2:16][CH:15]([S:18](Cl)(=[O:20])=[O:19])[CH2:14]1)=[O:12])[C:4]1[CH:9]=[CH:8][CH:7]=[CH:6][CH:5]=1.O, predict the reaction product. The product is: [CH3:1][NH:2][S:18]([CH:15]1[CH2:16][CH2:17][N:13]([C:11]([O:10][CH2:3][C:4]2[CH:9]=[CH:8][CH:7]=[CH:6][CH:5]=2)=[O:12])[CH2:14]1)(=[O:20])=[O:19]. (3) Given the reactants CS([O:5][CH2:6][CH:7]1[CH2:12][CH2:11][N:10]([C:13]([O:15][C:16]([CH3:19])([CH3:18])[CH3:17])=[O:14])[CH2:9][CH2:8]1)(=O)=O.C([O-])([O-])=O.[Cs+].[Cs+].[Cl:26][C:27]1[N:32]=[CH:31][C:30](O)=[CH:29][CH:28]=1.O, predict the reaction product. The product is: [Cl:26][C:27]1[N:32]=[CH:31][C:30]([O:5][CH2:6][CH:7]2[CH2:12][CH2:11][N:10]([C:13]([O:15][C:16]([CH3:19])([CH3:18])[CH3:17])=[O:14])[CH2:9][CH2:8]2)=[CH:29][CH:28]=1. (4) Given the reactants [F:1][C:2]1[CH:3]=[CH:4][C:5]([NH:8][NH2:9])=[N:6][CH:7]=1.[CH3:10][N:11]1[CH2:16][CH2:15][N:14]([CH2:17][CH2:18][C:19](O)=[O:20])[CH2:13][CH2:12]1.C(Cl)CCl.C1C=CC2N(O)N=NC=2C=1, predict the reaction product. The product is: [F:1][C:2]1[CH:3]=[CH:4][C:5]([NH:8][NH:9][C:19](=[O:20])[CH2:18][CH2:17][N:14]2[CH2:13][CH2:12][N:11]([CH3:10])[CH2:16][CH2:15]2)=[N:6][CH:7]=1. (5) Given the reactants [NH:1]1C(CC2N(C3C=CC(O)=CC=3)C(C3C=CC(N4C=CN=C4C)=CC=3)=CC=2)=NN=N1.[NH:31]1[C:35]([CH2:36][C:37]2[N:38]([C:49]3C=[CH:53][C:52](O)=[CH:51][CH:50]=3)[C:39]([C:42]3[CH:47]=[CH:46][C:45]([Br:48])=[CH:44][CH:43]=3)=[CH:40][CH:41]=2)=[N:34][N:33]=[N:32]1.CC1NC=CN=1.[C:62]([O-:65])([O-])=O.[Cs+].[Cs+].CC(=O)O[CH2:71][CH3:72], predict the reaction product. The product is: [NH:31]1[C:35]([CH2:36][C:37]2[N:38]([C:49]3[CH:50]=[CH:51][C:52]([C:62]([NH2:1])=[O:65])=[CH:53][C:71]=3[CH3:72])[C:39]([C:42]3[CH:47]=[CH:46][C:45]([Br:48])=[CH:44][CH:43]=3)=[CH:40][CH:41]=2)=[N:34][N:33]=[N:32]1. (6) Given the reactants [Si:1]([O:8][C:9]1[CH:16]=[CH:15][C:12]([CH:13]=[O:14])=[C:11]([O:17][CH3:18])[CH:10]=1)([C:4]([CH3:7])([CH3:6])[CH3:5])([CH3:3])[CH3:2].[CH3:19][O:20][CH2:21][C:22]([O:24][CH3:25])=[O:23].C[Si]([N-][Si](C)(C)C)(C)C.[Na+], predict the reaction product. The product is: [CH3:25][O:24][C:22](=[O:23])[CH:21]([O:20][CH3:19])[CH:13]([C:12]1[CH:15]=[CH:16][C:9]([O:8][Si:1]([C:4]([CH3:7])([CH3:6])[CH3:5])([CH3:2])[CH3:3])=[CH:10][C:11]=1[O:17][CH3:18])[OH:14]. (7) Given the reactants [Br:1][C:2]1[CH:7]=[CH:6][C:5]([O:8][CH2:9][CH:10]([CH2:20][O:21][Si](C(C)(C)C)(C)C)[CH2:11][O:12][Si](C(C)(C)C)(C)C)=[CH:4][N:3]=1.Cl.C(=O)=O.CC(C)=O.N, predict the reaction product. The product is: [Br:1][C:2]1[N:3]=[CH:4][C:5]([O:8][CH2:9][CH:10]([CH2:20][OH:21])[CH2:11][OH:12])=[CH:6][CH:7]=1.